Dataset: Reaction yield outcomes from USPTO patents with 853,638 reactions. Task: Predict the reaction yield, written as a fraction of the theoretical maximum amount of product (1.0 means a 100% yield; for example, 0.34 means a 34% yield). The reactants are [Br:1][C:2]1[S:3][C:4]([Br:16])=[CH:5][C:6]=1[CH2:7][CH2:8][CH2:9][CH2:10][CH2:11][CH2:12][CH2:13][CH2:14]Br.[OH:17][C:18]1[CH:23]=[CH:22][C:21](/[CH:24]=[CH:25]/[C:26](=[O:28])[CH3:27])=[CH:20][CH:19]=1.C([O-])([O-])=O.[K+].[K+]. The catalyst is CN(C)C=O.Cl. The product is [Br:1][C:2]1[S:3][C:4]([Br:16])=[CH:5][C:6]=1[CH2:7][CH2:8][CH2:9][CH2:10][CH2:11][CH2:12][CH2:13][CH2:14][O:17][C:18]1[CH:19]=[CH:20][C:21](/[CH:24]=[CH:25]/[C:26](=[O:28])[CH3:27])=[CH:22][CH:23]=1. The yield is 0.880.